This data is from Full USPTO retrosynthesis dataset with 1.9M reactions from patents (1976-2016). The task is: Predict the reactants needed to synthesize the given product. (1) Given the product [CH2:26]([N:11]1[C:12]2[N:19]=[C:18]([N:20]3[CH2:24][CH2:23][CH2:22][CH2:21]3)[C:17]([F:25])=[CH:16][C:13]=2[C:14](=[O:15])[N:9]([OH:8])[C:10]1=[O:30])[CH2:27][CH2:28][CH3:29], predict the reactants needed to synthesize it. The reactants are: C([O:8][N:9]1[C:14](=[O:15])[C:13]2[CH:16]=[C:17]([F:25])[C:18]([N:20]3[CH2:24][CH2:23][CH2:22][CH2:21]3)=[N:19][C:12]=2[N:11]([CH2:26][CH2:27][CH2:28][CH3:29])[C:10]1=[O:30])C1C=CC=CC=1.[H][H]. (2) Given the product [Cl:37][C:34]1[CH:35]=[CH:36][C:31]([NH:30][C:28]([CH:11]2[CH2:10][CH:9]([OH:8])[CH2:14][N:13]([C:15](=[O:27])[C:16]3[CH:21]=[CH:20][CH:19]=[C:18]([C:22]4[O:23][CH:24]=[CH:25][CH:26]=4)[CH:17]=3)[CH2:12]2)=[O:29])=[CH:32][CH:33]=1, predict the reactants needed to synthesize it. The reactants are: [Si]([O:8][CH:9]1[CH2:14][N:13]([C:15](=[O:27])[C:16]2[CH:21]=[CH:20][CH:19]=[C:18]([C:22]3[O:23][CH:24]=[CH:25][CH:26]=3)[CH:17]=2)[CH2:12][CH:11]([C:28]([NH:30][C:31]2[CH:36]=[CH:35][C:34]([Cl:37])=[CH:33][CH:32]=2)=[O:29])[CH2:10]1)(C(C)(C)C)(C)C.[F-].C([N+](CCCC)(CCCC)CCCC)CCC.